Dataset: Full USPTO retrosynthesis dataset with 1.9M reactions from patents (1976-2016). Task: Predict the reactants needed to synthesize the given product. (1) Given the product [CH:1]1([CH:6]([F:18])[C:7]2[CH:12]=[CH:11][C:10]([C:13]3([C:16]([OH:23])=[O:19])[CH2:15][CH2:14]3)=[CH:9][CH:8]=2)[CH2:5][CH2:4][CH2:3][CH2:2]1, predict the reactants needed to synthesize it. The reactants are: [CH:1]1([CH:6]([F:18])[C:7]2[CH:12]=[CH:11][C:10]([C:13]3([C:16]#N)[CH2:15][CH2:14]3)=[CH:9][CH:8]=2)[CH2:5][CH2:4][CH2:3][CH2:2]1.[OH-:19].[Na+].C(O)C[OH:23]. (2) Given the product [CH:12]([C:15]1[CH:16]=[C:17]([NH:21][C:22]2[S:23][CH:3]=[C:4]([C:6]3[CH:11]=[CH:10][N:9]=[CH:8][CH:7]=3)[N:24]=2)[CH:18]=[CH:19][CH:20]=1)([CH3:14])[CH3:13], predict the reactants needed to synthesize it. The reactants are: Br.Br[CH2:3][C:4]([C:6]1[CH:11]=[CH:10][N:9]=[CH:8][CH:7]=1)=O.[CH:12]([C:15]1[CH:16]=[C:17]([NH:21][C:22]([NH2:24])=[S:23])[CH:18]=[CH:19][CH:20]=1)([CH3:14])[CH3:13].N. (3) Given the product [CH3:22][CH:15]([C:10]1[CH:11]=[CH:12][CH:13]=[CH:14][C:9]=1[B:4]([OH:5])[OH:3])[C:16]#[C:17][Si:18]([CH3:21])([CH3:19])[CH3:20], predict the reactants needed to synthesize it. The reactants are: CC1(C)C(C)(C)[O:5][B:4]([C:9]2[CH:14]=[CH:13][CH:12]=[CH:11][C:10]=2[CH:15]([CH3:22])[C:16]#[C:17][Si:18]([CH3:21])([CH3:20])[CH3:19])[O:3]1.CC(O)=O.CCOC(C)=O. (4) Given the product [Br:25][C:26]1[CH:33]=[CH:32][C:29]([CH:30]=[CH:20][C:21]([O:23][CH3:24])=[O:22])=[C:28]([F:34])[CH:27]=1, predict the reactants needed to synthesize it. The reactants are: C1(P(=[CH:20][C:21]([O:23][CH3:24])=[O:22])(C2C=CC=CC=2)C2C=CC=CC=2)C=CC=CC=1.[Br:25][C:26]1[CH:33]=[CH:32][C:29]([CH:30]=O)=[C:28]([F:34])[CH:27]=1.O. (5) The reactants are: Br[CH2:2][CH2:3][O:4][C:5]1[C:10]([C:11]2[CH:16]=[CH:15][C:14]([S:17]([CH3:20])(=[O:19])=[O:18])=[CH:13][CH:12]=2)=[CH:9][C:8]([C:21]2[NH:30][C:29](=[O:31])[C:28]3[C:23](=[CH:24][C:25]([O:34][CH3:35])=[CH:26][C:27]=3[O:32][CH3:33])[N:22]=2)=[CH:7][CH:6]=1.[CH:36]([NH2:39])([CH3:38])[CH3:37]. Given the product [CH:36]([NH:39][CH2:2][CH2:3][O:4][C:5]1[C:10]([C:11]2[CH:16]=[CH:15][C:14]([S:17]([CH3:20])(=[O:19])=[O:18])=[CH:13][CH:12]=2)=[CH:9][C:8]([C:21]2[NH:30][C:29](=[O:31])[C:28]3[C:23](=[CH:24][C:25]([O:34][CH3:35])=[CH:26][C:27]=3[O:32][CH3:33])[N:22]=2)=[CH:7][CH:6]=1)([CH3:38])[CH3:37], predict the reactants needed to synthesize it.